This data is from Full USPTO retrosynthesis dataset with 1.9M reactions from patents (1976-2016). The task is: Predict the reactants needed to synthesize the given product. (1) Given the product [NH2:1][C@@H:2]([CH2:23][CH:24]([CH3:26])[CH3:25])[CH2:3][O:4][C:5]1[CH:6]=[CH:7][C:8]2[C:18]3[C:13](=[C:14]([NH2:19])[N:15]=[CH:16][CH:17]=3)[CH2:12][O:11][C:9]=2[CH:10]=1, predict the reactants needed to synthesize it. The reactants are: [NH2:1][C@@H:2]([CH2:23][CH:24]([CH3:26])[CH3:25])[CH2:3][O:4][C:5]1[CH:6]=[CH:7][C:8]2[C:18]3[C:13](=[C:14]([NH:19]C(=O)C)[N:15]=[CH:16][CH:17]=3)[CH2:12][O:11][C:9]=2[CH:10]=1.[OH-].[K+]. (2) Given the product [CH:53]1([C:2]2[C:3]([N:25]3[CH2:30][CH2:29][CH2:28][C@H:27]([NH:31][C:32](=[O:38])[O:33][C:34]([CH3:36])([CH3:35])[CH3:37])[CH2:26]3)=[N:4][C:5]([N:8]3[C:16]4[CH:15]=[C:14]([C:17]5[CH:18]=[N:19][CH:20]=[C:21]([CH2:23][CH3:24])[CH:22]=5)[N:13]=[CH:12][C:11]=4[CH:10]=[N:9]3)=[CH:6][CH:7]=2)[CH2:44][CH2:45]1, predict the reactants needed to synthesize it. The reactants are: Cl[C:2]1[C:3]([N:25]2[CH2:30][CH2:29][CH2:28][C@H:27]([NH:31][C:32](=[O:38])[O:33][C:34]([CH3:37])([CH3:36])[CH3:35])[CH2:26]2)=[N:4][C:5]([N:8]2[C:16]3[CH:15]=[C:14]([C:17]4[CH:18]=[N:19][CH:20]=[C:21]([CH2:23][CH3:24])[CH:22]=4)[N:13]=[CH:12][C:11]=3[CH:10]=[N:9]2)=[CH:6][CH:7]=1.C(P(C12CC3CC(CC(C3)C1)C2)[C:44]12[CH2:53]C3CC(CC(C3)[CH2:45]1)C2)CCC.C(=O)([O-])[O-].[Cs+].[Cs+]. (3) Given the product [Br:36][C:37]1[CH:38]=[C:39]([NH:46][C:16](=[O:18])[CH2:15][CH2:14][C:13]([C:6]2[CH:7]=[CH:8][C:9]([O:10][CH2:11][CH3:12])=[C:4]([O:3][CH2:1][CH3:2])[CH:5]=2)=[O:21])[S:40][C:41]=1[CH2:42][CH2:43][CH2:44][CH3:45], predict the reactants needed to synthesize it. The reactants are: [CH2:1]([O:3][C:4]1[CH:5]=[C:6]([C:13]([O:21]C)(OC)[CH2:14][CH2:15][C:16]([O-:18])=O)[CH:7]=[CH:8][C:9]=1[O:10][CH2:11][CH3:12])[CH3:2].[K+].ClC1C=C(Cl)C=C(Cl)C=1C(Cl)=O.[Br:36][C:37]1[CH:38]=[C:39]([NH2:46])[S:40][C:41]=1[CH2:42][CH2:43][CH2:44][CH3:45].Cl.